From a dataset of HIV replication inhibition screening data with 41,000+ compounds from the AIDS Antiviral Screen. Binary Classification. Given a drug SMILES string, predict its activity (active/inactive) in a high-throughput screening assay against a specified biological target. The compound is C=C(C)C=CC(O)C(C)(O)C1C(O)CC2(C)C3CCc4c(cc(OC5OC(CO)C(O)C(O)C5O)c(O)c4C)C3(C)C(=O)CC12C. The result is 0 (inactive).